Predict the product of the given reaction. From a dataset of Forward reaction prediction with 1.9M reactions from USPTO patents (1976-2016). Given the reactants [CH3:1][C:2]1[C:6]([C:7]2[CH:8]=[C:9](I)[C:10]3[N:14]=[C:13]([NH2:15])[NH:12][C:11]=3[CH:16]=2)=[C:5]([CH3:18])[O:4][N:3]=1.[C:19]1([C:25](B(O)O)=[CH2:26])[CH:24]=[CH:23][CH:22]=[CH:21][CH:20]=1.C(=O)([O-])[O-].[Cs+].[Cs+], predict the reaction product. The product is: [CH3:1][C:2]1[C:6]([C:7]2[CH:8]=[C:9]([C:25]([C:19]3[CH:24]=[CH:23][CH:22]=[CH:21][CH:20]=3)=[CH2:26])[C:10]3[N:14]=[C:13]([NH2:15])[NH:12][C:11]=3[CH:16]=2)=[C:5]([CH3:18])[O:4][N:3]=1.